From a dataset of Forward reaction prediction with 1.9M reactions from USPTO patents (1976-2016). Predict the product of the given reaction. Given the reactants [Cl:1][C:2]1[CH:7]=[CH:6][CH:5]=[CH:4][C:3]=1[CH:8]([C:20]1[CH:28]=[CH:27][C:23]([C:24](O)=[O:25])=[C:22]([F:29])[CH:21]=1)[CH2:9][C:10]([C:12]1[CH:17]=[CH:16][C:15](=[O:18])[N:14]([CH3:19])[CH:13]=1)=[O:11].[O:30]1[CH2:33][CH:32]([NH2:34])[CH2:31]1.CN([P+](ON1N=NC2C=CC=CC1=2)(N(C)C)N(C)C)C.F[P-](F)(F)(F)(F)F, predict the reaction product. The product is: [Cl:1][C:2]1[CH:7]=[CH:6][CH:5]=[CH:4][C:3]=1[CH:8]([C:20]1[CH:28]=[CH:27][C:23]([C:24]([NH:34][CH:32]2[CH2:33][O:30][CH2:31]2)=[O:25])=[C:22]([F:29])[CH:21]=1)[CH2:9][C:10]([C:12]1[CH:17]=[CH:16][C:15](=[O:18])[N:14]([CH3:19])[CH:13]=1)=[O:11].